This data is from Full USPTO retrosynthesis dataset with 1.9M reactions from patents (1976-2016). The task is: Predict the reactants needed to synthesize the given product. (1) Given the product [Cl:1][CH2:2][CH2:3][O:4][C:5]1[CH:14]=[C:13]2[C:8]([C:9]([CH3:26])=[CH:10][N:11]([C:16]3[CH:17]=[C:18]([CH:22]=[CH:23][C:24]=3[CH3:25])[C:19]([NH:35][CH2:34][CH3:33])=[O:20])[C:12]2=[O:15])=[CH:7][CH:6]=1, predict the reactants needed to synthesize it. The reactants are: [Cl:1][CH2:2][CH2:3][O:4][C:5]1[CH:14]=[C:13]2[C:8]([C:9]([CH3:26])=[CH:10][N:11]([C:16]3[CH:17]=[C:18]([CH:22]=[CH:23][C:24]=3[CH3:25])[C:19](O)=[O:20])[C:12]2=[O:15])=[CH:7][CH:6]=1.C(Cl)(=O)C(Cl)=O.[CH3:33][CH2:34][N:35](C(C)C)C(C)C.C(N)C. (2) Given the product [ClH:41].[ClH:41].[NH:8]1[CH2:9][CH:10]=[C:11]([CH2:14][NH:15][C:16]([C:18]2[N:19]=[N:20][C:21]([CH2:37][CH2:38][CH2:39][CH3:40])=[C:22]([C:24]3[CH:25]=[CH:26][C:27]([O:30][CH:31]4[CH2:36][CH2:35][CH2:34][CH2:33][CH2:32]4)=[CH:28][CH:29]=3)[CH:23]=2)=[O:17])[CH2:12][CH2:13]1, predict the reactants needed to synthesize it. The reactants are: C(OC([N:8]1[CH2:13][CH:12]=[C:11]([CH2:14][NH:15][C:16]([C:18]2[N:19]=[N:20][C:21]([CH2:37][CH2:38][CH2:39][CH3:40])=[C:22]([C:24]3[CH:29]=[CH:28][C:27]([O:30][CH:31]4[CH2:36][CH2:35][CH2:34][CH2:33][CH2:32]4)=[CH:26][CH:25]=3)[CH:23]=2)=[O:17])[CH2:10][CH2:9]1)=O)(C)(C)C.[ClH:41]. (3) Given the product [CH2:1]([NH:8][C:9]([C:10]1[CH:15]=[CH:14][C:13]([NH:16][NH:17][CH:33]=[C:27]([C:24]2[CH:25]=[CH:26][C:21]([C:19]#[N:20])=[CH:22][CH:23]=2)[C:28]([O:30][CH2:31][CH3:32])=[O:29])=[CH:37][CH:11]=1)=[O:18])[C:2]1[CH:7]=[CH:6][CH:5]=[CH:4][CH:3]=1, predict the reactants needed to synthesize it. The reactants are: [CH2:1]([NH:8][C:9](=[O:18])[C:10]1[CH:15]=[CH:14][C:13]([NH:16][NH2:17])=N[CH:11]=1)[C:2]1[CH:7]=[CH:6][CH:5]=[CH:4][CH:3]=1.[C:19]([C:21]1[CH:26]=[CH:25][C:24]([C:27](=[CH:33]N(C)C)[C:28]([O:30][CH2:31][CH3:32])=[O:29])=[CH:23][CH:22]=1)#[N:20].[CH2:37](O)C. (4) Given the product [CH3:10][O:11][C:12]1[CH:13]=[C:14]([C:18]2([CH3:5])[CH2:19][CH2:20][CH2:21][NH:22]2)[CH:15]=[CH:16][CH:17]=1, predict the reactants needed to synthesize it. The reactants are: B(F)(F)F.[CH3:5]COCC.[CH3:10][O:11][C:12]1[CH:13]=[C:14]([C:18]2[CH2:19][CH2:20][CH2:21][N:22]=2)[CH:15]=[CH:16][CH:17]=1.C[Li].C(=O)=O.CC(C)=O.Cl.